Dataset: Reaction yield outcomes from USPTO patents with 853,638 reactions. Task: Predict the reaction yield, written as a fraction of the theoretical maximum amount of product (1.0 means a 100% yield; for example, 0.34 means a 34% yield). (1) The product is [F:1][C:2]1[C:7]2[O:8][CH2:9][O:10][C:6]=2[CH:5]=[C:4]([CH2:11][OH:12])[CH:3]=1. The catalyst is CO. The reactants are [F:1][C:2]1[C:7]2[O:8][CH2:9][O:10][C:6]=2[CH:5]=[C:4]([CH:11]=[O:12])[CH:3]=1.[BH4-].[Na+]. The yield is 0.980. (2) The reactants are [C:1]([C:5]1[CH:10]=[C:9](Br)[C:8]([N+:12]([O-:14])=[O:13])=[CH:7][C:6]=1[O:15][CH3:16])([CH3:4])([CH3:3])[CH3:2].[F-:17].[K+].[K+].[Br-].Cl[C:22]([F:28])([F:27])C(OC)=O. The catalyst is CN(C=O)C.O.[Cu]I. The product is [C:1]([C:5]1[CH:10]=[C:9]([C:22]([F:28])([F:17])[F:27])[C:8]([N+:12]([O-:14])=[O:13])=[CH:7][C:6]=1[O:15][CH3:16])([CH3:4])([CH3:3])[CH3:2]. The yield is 0.610. (3) The reactants are [Br:1][C:2]1[CH:9]=[CH:8][C:5]([CH:6]=O)=[CH:4][C:3]=1[F:10].[NH:11]1[CH2:16][CH2:15][O:14][CH2:13][CH2:12]1.C(O[BH-](OC(=O)C)OC(=O)C)(=O)C.[Na+].C([O-])(O)=O.[Na+].[OH-].[K+]. The catalyst is ClC(Cl)C.ClCCl.O. The product is [Br:1][C:2]1[CH:9]=[CH:8][C:5]([CH2:6][N:11]2[CH2:16][CH2:15][O:14][CH2:13][CH2:12]2)=[CH:4][C:3]=1[F:10]. The yield is 0.700. (4) The reactants are C[O:2][C:3]([C:5]1[CH:15]=[CH:14][C:8]2[O:9][C:10]([F:13])([F:12])[O:11][C:7]=2[CH:6]=1)=O.[H-].[Al+3].[Li+].[H-].[H-].[H-].O.[OH-].[Na+]. The catalyst is O1CCCC1. The product is [F:13][C:10]1([F:12])[O:9][C:8]2[CH:14]=[CH:15][C:5]([CH2:3][OH:2])=[CH:6][C:7]=2[O:11]1. The yield is 0.760. (5) The reactants are [N:1]1([NH:7][C:8]([C:10]2[CH:25]=[CH:24][C:13]3[O:14][C:15]4[CH:23]=[CH:22][CH:21]=[CH:20][C:16]=4[C:17](Cl)=[N:18][C:12]=3[CH:11]=2)=[O:9])[CH2:6][CH2:5][CH2:4][CH2:3][CH2:2]1.CN1C(=O)CCC1.[CH:33]1([Mg]Cl)[CH2:38][CH2:37][CH2:36][CH2:35][CH2:34]1.[NH4+].[Cl-]. The catalyst is C1COCC1.CCOC(C)=O. The product is [N:1]1([NH:7][C:8]([C:10]2[CH:25]=[CH:24][C:13]3[O:14][C:15]4[CH:23]=[CH:22][CH:21]=[CH:20][C:16]=4[C:17]([CH:33]4[CH2:38][CH2:37][CH2:36][CH2:35][CH2:34]4)=[N:18][C:12]=3[CH:11]=2)=[O:9])[CH2:6][CH2:5][CH2:4][CH2:3][CH2:2]1. The yield is 1.00. (6) The reactants are [CH3:1][N:2]([CH3:24])[C:3](=[O:23])[O:4][C:5]1[CH:10]=[CH:9][CH:8]=[C:7]([NH:11][C:12]([C:14]2([CH2:20][O:21][CH3:22])[CH2:19][CH2:18][NH:17][CH2:16][CH2:15]2)=[O:13])[CH:6]=1.C(N(CC)C(C)C)(C)C.Cl[C:35]1[C:36]2[C:43]([CH3:44])=[CH:42][NH:41][C:37]=2[N:38]=[CH:39][N:40]=1. The catalyst is C(O)(C)C. The product is [CH3:24][N:2]([CH3:1])[C:3](=[O:23])[O:4][C:5]1[CH:10]=[CH:9][CH:8]=[C:7]([NH:11][C:12]([C:14]2([CH2:20][O:21][CH3:22])[CH2:15][CH2:16][N:17]([C:35]3[C:36]4[C:43]([CH3:44])=[CH:42][NH:41][C:37]=4[N:38]=[CH:39][N:40]=3)[CH2:18][CH2:19]2)=[O:13])[CH:6]=1. The yield is 0.420. (7) The reactants are C(NCC)C.CC(O)(C)C.Br[CH2:12][C:13]([C:15]1[CH:20]=[CH:19][C:18]([Br:21])=[CH:17][CH:16]=1)=[O:14].[Br:22][C:23]1[CH:28]=[CH:27][C:26]([C:29](=[O:31])[CH3:30])=[CH:25][CH:24]=1. The catalyst is C1C=CC=CC=1.[Cl-].[Zn+2].[Cl-]. The product is [Br:21][C:18]1[CH:19]=[CH:20][C:15]([C:13](=[O:14])[CH2:12][CH2:30][C:29]([C:26]2[CH:27]=[CH:28][C:23]([Br:22])=[CH:24][CH:25]=2)=[O:31])=[CH:16][CH:17]=1. The yield is 0.391.